Dataset: Forward reaction prediction with 1.9M reactions from USPTO patents (1976-2016). Task: Predict the product of the given reaction. (1) Given the reactants [S:1]1[CH:5]=[CH:4][CH:3]=[CH:2]1.C(OCC)C.[Li]CCCC.[CH:16]([C:18]1[N:23]2[CH:24]=[N:25][N:26]=[C:22]2[C:21]([N:27]2[CH2:32][CH2:31][N:30]([C:33]([O:35][C:36]([CH3:39])([CH3:38])[CH3:37])=[O:34])[CH2:29][CH2:28]2)=[N:20][CH:19]=1)=[O:17], predict the reaction product. The product is: [OH:17][CH:16]([C:2]1[S:1][CH:5]=[CH:4][CH:3]=1)[C:18]1[N:23]2[CH:24]=[N:25][N:26]=[C:22]2[C:21]([N:27]2[CH2:32][CH2:31][N:30]([C:33]([O:35][C:36]([CH3:39])([CH3:38])[CH3:37])=[O:34])[CH2:29][CH2:28]2)=[N:20][CH:19]=1. (2) Given the reactants [CH:1]1[C:6]2[CH2:7][CH:8]3[C:13](=O)[CH:11]([CH2:12][C:5]=2[CH:4]=[CH:3][CH:2]=1)[CH2:10][CH2:9]3.Cl.[NH2:16][OH:17], predict the reaction product. The product is: [CH:1]1[C:6]2[CH2:7][CH:8]3[C:13](=[N:16][OH:17])[CH:11]([CH2:12][C:5]=2[CH:4]=[CH:3][CH:2]=1)[CH2:10][CH2:9]3. (3) Given the reactants O.[NH2:2][NH2:3].[Br:4][C:5]1[CH:6]=[C:7]([CH2:11][C:12]([C:14]2[C:15]([C:21]([O:23]C)=O)=[C:16]([CH3:20])[NH:17][C:18]=2[CH3:19])=O)[CH:8]=[CH:9][CH:10]=1, predict the reaction product. The product is: [Br:4][C:5]1[CH:6]=[C:7]([CH:8]=[CH:9][CH:10]=1)[CH2:11][C:12]1[C:14]2[C:15](=[C:16]([CH3:20])[NH:17][C:18]=2[CH3:19])[C:21](=[O:23])[NH:2][N:3]=1. (4) Given the reactants C[O:2][C:3]1[C:8]2[NH:9][C:10]([C:12]3[S:13][CH:14]=[CH:15][CH:16]=3)=[N:11][C:7]=2[C:6]([C:17]([OH:19])=O)=[CH:5][CH:4]=1.[NH2:20][C@@H:21]([C:24]([CH3:27])([CH3:26])[CH3:25])[CH2:22][OH:23], predict the reaction product. The product is: [OH:2][C:3]1[C:8]2[NH:9][C:10]([C:12]3[S:13][CH:14]=[CH:15][CH:16]=3)=[N:11][C:7]=2[C:6]([C:17]([NH:20][C@@H:21]([C:24]([CH3:27])([CH3:26])[CH3:25])[CH2:22][OH:23])=[O:19])=[CH:5][CH:4]=1. (5) Given the reactants [CH3:1][C:2]1[CH:12]=[C:11]([C:13]2[N:17]=[C:16]([C:18]3[S:25][C:24]([CH3:26])=[C:23]4[C:19]=3[CH2:20][C@H:21]3[C:27]([CH3:29])([CH3:28])[C@H:22]34)[O:15][N:14]=2)[CH:10]=[C:9]([CH3:30])[C:3]=1[O:4][CH2:5][CH2:6][CH2:7][OH:8].CCN(C(C)C)C(C)C.[CH3:40][S:41](Cl)(=[O:43])=[O:42], predict the reaction product. The product is: [CH3:1][C:2]1[CH:12]=[C:11]([C:13]2[N:17]=[C:16]([C:18]3[S:25][C:24]([CH3:26])=[C:23]4[C:19]=3[CH2:20][C@H:21]3[C:27]([CH3:28])([CH3:29])[C@H:22]34)[O:15][N:14]=2)[CH:10]=[C:9]([CH3:30])[C:3]=1[O:4][CH2:5][CH2:6][CH2:7][O:8][S:41]([CH3:40])(=[O:43])=[O:42].